Dataset: Peptide-MHC class II binding affinity with 134,281 pairs from IEDB. Task: Regression. Given a peptide amino acid sequence and an MHC pseudo amino acid sequence, predict their binding affinity value. This is MHC class II binding data. (1) The peptide sequence is YDKELANVSTVLTGK. The MHC is DRB1_1101 with pseudo-sequence DRB1_1101. The binding affinity (normalized) is 0.477. (2) The peptide sequence is IQNSLSTEWSPCSVT. The MHC is HLA-DPA10201-DPB10501 with pseudo-sequence HLA-DPA10201-DPB10501. The binding affinity (normalized) is 0. (3) The peptide sequence is DKRHDGGCRKELAAV. The MHC is DRB5_0101 with pseudo-sequence DRB5_0101. The binding affinity (normalized) is 0.124. (4) The peptide sequence is DESIFINKLNGAMVE. The MHC is HLA-DPA10201-DPB10101 with pseudo-sequence HLA-DPA10201-DPB10101. The binding affinity (normalized) is 0.472.